From a dataset of Catalyst prediction with 721,799 reactions and 888 catalyst types from USPTO. Predict which catalyst facilitates the given reaction. (1) Reactant: [NH2:1][C:2]1[CH:7]=[CH:6][CH:5]=[CH:4][C:3]=1[SH:8].[C:9]1([C:15]2[O:16][C:17](=O)[CH2:18][N:19]=2)[CH:14]=[CH:13][CH:12]=[CH:11][CH:10]=1.O. Product: [C:15]([NH:19][CH2:18][C:17]1[S:8][C:3]2[CH:4]=[CH:5][CH:6]=[CH:7][C:2]=2[N:1]=1)(=[O:16])[C:9]1[CH:14]=[CH:13][CH:12]=[CH:11][CH:10]=1. The catalyst class is: 15. (2) Reactant: Cl.C[O:3][CH:4]=[C:5]1[CH2:10][CH2:9][CH:8]([CH:11]2[CH2:15][CH2:14][CH:13]([CH2:16][CH2:17][CH3:18])[CH2:12]2)[CH2:7][CH2:6]1. Product: [CH2:16]([CH:13]1[CH2:14][CH2:15][CH:11]([CH:8]2[CH2:9][CH2:10][CH:5]([CH:4]=[O:3])[CH2:6][CH2:7]2)[CH2:12]1)[CH2:17][CH3:18]. The catalyst class is: 6. (3) Reactant: C([O:4][CH2:5][C:6]1[CH:11]=[C:10]([Cl:12])[C:9]([CH3:13])=[CH:8][N:7]=1)(=O)C.O.[OH-].[Li+]. Product: [Cl:12][C:10]1[C:9]([CH3:13])=[CH:8][N:7]=[C:6]([CH2:5][OH:4])[CH:11]=1. The catalyst class is: 20. (4) The catalyst class is: 3. Product: [CH3:25][O:26][C:27](=[O:33])[CH2:28][CH2:29][C:30]([N:9]1[C:8]2[C:20]3[C:5]([CH2:6][C:7]=2[C:11]([NH:12][C:13]2[CH:18]=[CH:17][CH:16]=[C:15]([F:19])[CH:14]=2)=[N:10]1)=[CH:4][C:3]([O:2][CH3:1])=[C:22]([O:23][CH3:24])[CH:21]=3)=[O:31]. Reactant: [CH3:1][O:2][C:3]1[CH:4]=[C:5]2[C:20](=[CH:21][C:22]=1[O:23][CH3:24])[C:8]1[NH:9][N:10]=[C:11]([NH:12][C:13]3[CH:18]=[CH:17][CH:16]=[C:15]([F:19])[CH:14]=3)[C:7]=1[CH2:6]2.[CH3:25][O:26][C:27](=[O:33])[CH2:28][CH2:29][C:30](Cl)=[O:31].C(N(C(C)C)CC)(C)C. (5) The catalyst class is: 483. Product: [CH3:13][O:12][C:9]1[N:8]=[CH:7][C:6]([C:3](=[O:5])[CH2:4][C:14](=[O:19])[C:15]([O:17][CH3:18])=[O:16])=[CH:11][CH:10]=1. Reactant: [H-].[Na+].[C:3]([C:6]1[CH:7]=[N:8][C:9]([O:12][CH3:13])=[CH:10][CH:11]=1)(=[O:5])[CH3:4].[C:14](OC)(=[O:19])[C:15]([O:17][CH3:18])=[O:16].O. (6) Reactant: C([O:3][C:4](=O)[CH2:5][C:6](=O)[C:7]([F:10])([F:9])[F:8])C.[CH3:13][NH:14][NH2:15].Cl. Product: [CH3:13][N:14]1[C:4]([OH:3])=[CH:5][C:6]([C:7]([F:10])([F:9])[F:8])=[N:15]1. The catalyst class is: 14. (7) Reactant: [NH2:1][C:2]1[N:7]=[C:6]([N:8]2[CH2:32][CH2:31][C:11]3([CH2:15][N:14]([C:16]([O:18]CC4C=CC=CC=4)=[O:17])[C@H:13]([C:26]([O:28][CH2:29][CH3:30])=[O:27])[CH2:12]3)[CH2:10][CH2:9]2)[CH:5]=[C:4]([CH2:33][O:34][C:35]2[CH:40]=[CH:39][C:38]([Br:41])=[CH:37][CH:36]=2)[N:3]=1.[Si](I)(C)(C)C.CCN(CC)CC.O(C(O[C:58]([CH3:61])([CH3:60])[CH3:59])=O)C(O[C:58]([CH3:61])([CH3:60])[CH3:59])=O. Product: [NH2:1][C:2]1[N:7]=[C:6]([N:8]2[CH2:9][CH2:10][C:11]3([CH2:15][N:14]([C:16]([O:18][C:58]([CH3:61])([CH3:60])[CH3:59])=[O:17])[C@H:13]([C:26]([O:28][CH2:29][CH3:30])=[O:27])[CH2:12]3)[CH2:31][CH2:32]2)[CH:5]=[C:4]([CH2:33][O:34][C:35]2[CH:36]=[CH:37][C:38]([Br:41])=[CH:39][CH:40]=2)[N:3]=1. The catalyst class is: 10. (8) Reactant: [CH3:1][O:2][C:3]([O:8][CH3:9])([CH2:6][OH:7])[CH2:4][OH:5].[H-].[Na+].CS(O[CH2:17][CH2:18][CH2:19][CH2:20][CH2:21][CH2:22][CH2:23][CH2:24]/[CH:25]=[CH:26]\[CH2:27]/[CH:28]=[CH:29]\[CH2:30][CH2:31][CH2:32][CH2:33][CH3:34])(=O)=O.[CH2:35](O)[CH3:36]. Product: [CH3:1][O:2][C:3]([O:8][CH3:9])([CH2:6][O:7][CH2:32][CH2:31][CH2:30][CH2:29][CH2:28][CH2:27][CH2:26][CH2:25]/[CH:24]=[CH:23]\[CH2:22]/[CH:21]=[CH:20]\[CH2:19][CH2:18][CH2:17][CH2:35][CH3:36])[CH2:4][O:5][CH2:17][CH2:18][CH2:19][CH2:20][CH2:21][CH2:22][CH2:23][CH2:24]/[CH:25]=[CH:26]\[CH2:27]/[CH:28]=[CH:29]\[CH2:30][CH2:31][CH2:32][CH2:33][CH3:34]. The catalyst class is: 11.